From a dataset of Full USPTO retrosynthesis dataset with 1.9M reactions from patents (1976-2016). Predict the reactants needed to synthesize the given product. (1) Given the product [CH3:24][N:25]1[CH2:29][CH2:28][CH2:27][CH:26]1[CH2:30][CH2:31][NH:32][CH2:2][CH:3]1[CH2:8][CH2:7][N:6]([C:9]2[C:10]3[C:17]([C:18]4[CH:23]=[CH:22][CH:21]=[CH:20][CH:19]=4)=[CH:16][S:15][C:11]=3[N:12]=[CH:13][N:14]=2)[CH2:5][CH2:4]1, predict the reactants needed to synthesize it. The reactants are: Br[CH2:2][CH:3]1[CH2:8][CH2:7][N:6]([C:9]2[C:10]3[C:17]([C:18]4[CH:23]=[CH:22][CH:21]=[CH:20][CH:19]=4)=[CH:16][S:15][C:11]=3[N:12]=[CH:13][N:14]=2)[CH2:5][CH2:4]1.[CH3:24][N:25]1[CH2:29][CH2:28][CH2:27][CH:26]1[CH2:30][CH2:31][NH2:32].C(=O)([O-])[O-].[K+].[K+]. (2) Given the product [Cl:1][C:2]1[CH:7]=[C:6]([O:8][CH3:9])[C:5]([I:26])=[CH:4][C:3]=1[C:10]1[CH:15]=[CH:14][CH:13]=[C:12]([F:16])[CH:11]=1, predict the reactants needed to synthesize it. The reactants are: [Cl:1][C:2]1[CH:7]=[C:6]([O:8][CH3:9])[CH:5]=[CH:4][C:3]=1[C:10]1[CH:15]=[CH:14][CH:13]=[C:12]([F:16])[CH:11]=1.CC(O)=O.S(=O)(=O)(O)O.[I:26]N1C(=O)CCC1=O. (3) Given the product [F:21][CH:20]([F:22])[C:18]1[N:19]=[C:14]([NH:7][CH2:6][C:5]2[CH:8]=[CH:9][C:10]([O:11][CH3:12])=[C:3]([O:2][CH3:1])[CH:4]=2)[CH:15]=[CH:16][C:17]=1[F:23], predict the reactants needed to synthesize it. The reactants are: [CH3:1][O:2][C:3]1[CH:4]=[C:5]([CH:8]=[CH:9][C:10]=1[O:11][CH3:12])[CH2:6][NH2:7].Cl[C:14]1[N:19]=[C:18]([CH:20]([F:22])[F:21])[C:17]([F:23])=[CH:16][CH:15]=1.C(=O)([O-])[O-].[Cs+].[Cs+].C1(P(C2C=CC=CC=2)C2C3OC4C(=CC=CC=4P(C4C=CC=CC=4)C4C=CC=CC=4)C(C)(C)C=3C=CC=2)C=CC=CC=1. (4) Given the product [Br:10][C:11]1[C:12]([Cl:20])=[N:13][CH:14]=[C:15]([CH:19]=1)[C:16]([NH:37][C:36]1[CH:38]=[CH:39][C:33]([O:32][C:31]([Cl:30])([F:40])[F:41])=[CH:34][CH:35]=1)=[O:18], predict the reactants needed to synthesize it. The reactants are: CN(C=O)C.O=S(Cl)Cl.[Br:10][C:11]1[C:12]([Cl:20])=[N:13][CH:14]=[C:15]([CH:19]=1)[C:16]([OH:18])=O.CCN(C(C)C)C(C)C.[Cl:30][C:31]([F:41])([F:40])[O:32][C:33]1[CH:39]=[CH:38][C:36]([NH2:37])=[CH:35][CH:34]=1. (5) Given the product [CH3:1][C:2]1([CH3:15])[C:10]2[C:5](=[CH:6][C:7]([N+:11]([O-:13])=[O:12])=[CH:8][CH:9]=2)[NH:4][CH2:3]1, predict the reactants needed to synthesize it. The reactants are: [CH3:1][C:2]1([CH3:15])[C:10]2[C:5](=[CH:6][C:7]([N+:11]([O-:13])=[O:12])=[CH:8][CH:9]=2)[NH:4][C:3]1=O.